From a dataset of Reaction yield outcomes from USPTO patents with 853,638 reactions. Predict the reaction yield, written as a fraction of the theoretical maximum amount of product (1.0 means a 100% yield; for example, 0.34 means a 34% yield). (1) The reactants are [NH2:1][C@@H:2]([CH:5]([C:10]([F:13])([F:12])[F:11])[C:6]([F:9])([F:8])[F:7])[CH2:3][OH:4].CN1CCOCC1.[Cl:21][C:22]1[S:26][C:25]([S:27](Cl)(=[O:29])=[O:28])=[CH:24][CH:23]=1.O. The catalyst is C(OC(C)C)(=O)C. The product is [Cl:21][C:22]1[S:26][C:25]([S:27]([NH:1][C@H:2]([CH2:3][OH:4])[CH:5]([C:6]([F:7])([F:8])[F:9])[C:10]([F:11])([F:12])[F:13])(=[O:29])=[O:28])=[CH:24][CH:23]=1. The yield is 0.670. (2) The reactants are [H-].[Na+].[OH:3][CH:4]1[CH2:9][CH2:8][CH:7]([N:10]([CH3:18])[C:11](=[O:17])[O:12][C:13]([CH3:16])([CH3:15])[CH3:14])[CH2:6][CH2:5]1.[Si:19]([O:26][CH2:27][CH2:28][C@H:29]1[CH2:40][CH2:39][C:38]2[S:37][C:36]3[N:35]=[CH:34][N:33]=[C:32](Cl)[C:31]=3[C:30]1=2)([C:22]([CH3:25])([CH3:24])[CH3:23])([CH3:21])[CH3:20]. The catalyst is C1COCC1. The product is [Si:19]([O:26][CH2:27][CH2:28][C@H:29]1[CH2:40][CH2:39][C:38]2[S:37][C:36]3[N:35]=[CH:34][N:33]=[C:32]([O:3][CH:4]4[CH2:9][CH2:8][CH:7]([N:10]([CH3:18])[C:11](=[O:17])[O:12][C:13]([CH3:14])([CH3:15])[CH3:16])[CH2:6][CH2:5]4)[C:31]=3[C:30]1=2)([C:22]([CH3:25])([CH3:23])[CH3:24])([CH3:21])[CH3:20]. The yield is 0.580. (3) The reactants are [CH2:1]([O:4][C:5]1([CH3:38])[CH2:10][CH2:9][N:8]([C:11]2[C:12]3[N:13]([N:28]=[C:29]([C:31]4[CH:36]=[CH:35][CH:34]=[C:33](Br)[CH:32]=4)[CH:30]=3)[CH:14]=[C:15]([CH3:27])[C:16]=2[C@H:17]([O:22][C:23]([CH3:26])([CH3:25])[CH3:24])[C:18]([O:20][CH3:21])=[O:19])[CH2:7][CH2:6]1)[CH:2]=[CH2:3].[C:39]([C:41]1[CH:42]=[CH:43][C:44]([OH:50])=[C:45](B(O)O)[CH:46]=1)#[N:40].C([O-])([O-])=O.[Na+].[Na+]. The catalyst is CN(C=O)C.C1C=CC([P]([Pd]([P](C2C=CC=CC=2)(C2C=CC=CC=2)C2C=CC=CC=2)([P](C2C=CC=CC=2)(C2C=CC=CC=2)C2C=CC=CC=2)[P](C2C=CC=CC=2)(C2C=CC=CC=2)C2C=CC=CC=2)(C2C=CC=CC=2)C2C=CC=CC=2)=CC=1. The product is [CH2:1]([O:4][C:5]1([CH3:38])[CH2:10][CH2:9][N:8]([C:11]2[C:12]3[N:13]([N:28]=[C:29]([C:31]4[CH:32]=[C:33]([C:43]5[CH:42]=[C:41]([C:39]#[N:40])[CH:46]=[CH:45][C:44]=5[OH:50])[CH:34]=[CH:35][CH:36]=4)[CH:30]=3)[CH:14]=[C:15]([CH3:27])[C:16]=2[C@H:17]([O:22][C:23]([CH3:26])([CH3:25])[CH3:24])[C:18]([O:20][CH3:21])=[O:19])[CH2:7][CH2:6]1)[CH:2]=[CH2:3]. The yield is 0.704. (4) The reactants are Br[CH2:2][C:3]1[CH:8]=[CH:7][CH:6]=[C:5]([CH2:9][O:10][C:11]([C:24]2[CH:29]=[CH:28][CH:27]=[CH:26][CH:25]=2)([C:18]2[CH:23]=[CH:22][CH:21]=[CH:20][CH:19]=2)[C:12]2[CH:17]=[CH:16][CH:15]=[CH:14][CH:13]=2)[N:4]=1.[N-:30]=[N+:31]=[N-:32].[Na+].O. The catalyst is CN(C=O)C. The product is [N:30]([CH2:2][C:3]1[CH:8]=[CH:7][CH:6]=[C:5]([CH2:9][O:10][C:11]([C:24]2[CH:29]=[CH:28][CH:27]=[CH:26][CH:25]=2)([C:18]2[CH:23]=[CH:22][CH:21]=[CH:20][CH:19]=2)[C:12]2[CH:17]=[CH:16][CH:15]=[CH:14][CH:13]=2)[N:4]=1)=[N+:31]=[N-:32]. The yield is 0.990. (5) The reactants are Br[C:2]1[S:10][C:9]2[C:4](=[N:5][CH:6]=[CH:7][C:8]=2[O:11][C:12]2[CH:17]=[CH:16][C:15]([N+:18]([O-:20])=[O:19])=[CH:14][C:13]=2[F:21])[CH:3]=1.[OH:22][CH2:23][C:24]1[CH:29]=[CH:28][C:27](B(O)O)=[CH:26][CH:25]=1.C([O-])(O)=O.[Na+].[F-].[Cs+]. The catalyst is COCCOC.O. The product is [F:21][C:13]1[CH:14]=[C:15]([N+:18]([O-:20])=[O:19])[CH:16]=[CH:17][C:12]=1[O:11][C:8]1[CH:7]=[CH:6][N:5]=[C:4]2[CH:3]=[C:2]([C:27]3[CH:28]=[CH:29][C:24]([CH2:23][OH:22])=[CH:25][CH:26]=3)[S:10][C:9]=12. The yield is 0.820. (6) The reactants are [Cl:1][C:2]1[CH:7]=[CH:6][C:5]([O:8][CH3:9])=[CH:4][C:3]=1[C:10]1[CH:20]=[C:19]([CH3:21])[C:13]2[N:14]=[C:15]([NH2:18])[N:16]=[N:17][C:12]=2[CH:11]=1.Br[C:23]1[CH:24]=[C:25]([CH:34]=[CH:35][CH:36]=1)[O:26][CH2:27][CH2:28][N:29]1[CH2:33][CH2:32][CH2:31][CH2:30]1.C(=O)([O-])[O-].[Cs+].[Cs+].C1(P(C2C=CC=CC=2)C2C3OC4C(=CC=CC=4P(C4C=CC=CC=4)C4C=CC=CC=4)C(C)(C)C=3C=CC=2)C=CC=CC=1. The catalyst is [Pd].[Pd].C(=CC(C=CC1C=CC=CC=1)=O)C1C=CC=CC=1.C(=CC(C=CC1C=CC=CC=1)=O)C1C=CC=CC=1.C(=CC(C=CC1C=CC=CC=1)=O)C1C=CC=CC=1. The product is [Cl:1][C:2]1[CH:7]=[CH:6][C:5]([O:8][CH3:9])=[CH:4][C:3]=1[C:10]1[CH:20]=[C:19]([CH3:21])[C:13]2[N:14]=[C:15]([NH:18][C:23]3[CH:36]=[CH:35][CH:34]=[C:25]([O:26][CH2:27][CH2:28][N:29]4[CH2:30][CH2:31][CH2:32][CH2:33]4)[CH:24]=3)[N:16]=[N:17][C:12]=2[CH:11]=1. The yield is 0.650. (7) The reactants are [CH3:1][C:2]1[N:3]=[CH:4][N:5]([C:7]2[CH:13]=[CH:12][C:10]([NH2:11])=[C:9]([N+:14]([O-])=O)[CH:8]=2)[CH:6]=1. The catalyst is CO.[Ni]. The product is [NH2:14][C:9]1[CH:8]=[C:7]([N:5]2[CH:6]=[C:2]([CH3:1])[N:3]=[CH:4]2)[CH:13]=[CH:12][C:10]=1[NH2:11]. The yield is 0.957.